This data is from Forward reaction prediction with 1.9M reactions from USPTO patents (1976-2016). The task is: Predict the product of the given reaction. (1) Given the reactants Cl[CH2:2][CH2:3][CH2:4][CH2:5][O:6][C:7]1[CH:16]=[C:15]2[C:10]([CH:11]=[CH:12][C:13](=[O:22])[N:14]2[CH2:17][O:18][C:19](=[O:21])[CH3:20])=[CH:9][CH:8]=1.Cl.[S:24]1[CH:28]=[CH:27][C:26]2[C:29]([N:33]3[CH2:38][CH2:37][NH:36][CH2:35][CH2:34]3)=[CH:30][CH:31]=[CH:32][C:25]1=2.C(=O)([O-])[O-].[K+].[K+].[I-].[Na+].[Cl-].[NH4+], predict the reaction product. The product is: [S:24]1[CH:28]=[CH:27][C:26]2[C:29]([N:33]3[CH2:38][CH2:37][N:36]([CH2:2][CH2:3][CH2:4][CH2:5][O:6][C:7]4[CH:16]=[C:15]5[C:10]([CH:11]=[CH:12][C:13](=[O:22])[N:14]5[CH2:17][O:18][C:19](=[O:21])[CH3:20])=[CH:9][CH:8]=4)[CH2:35][CH2:34]3)=[CH:30][CH:31]=[CH:32][C:25]1=2. (2) Given the reactants [Si:1]([O:8][CH:9]([CH:28]1[CH2:37][CH2:36][C:35]2[C:30](=[CH:31][CH:32]=[C:33]([C:38]3[CH:43]=[CH:42][CH:41]=[CH:40][CH:39]=3)[CH:34]=2)[CH2:29]1)[C:10]1[O:11][C:12]([Sn](CCCC)(CCCC)CCCC)=[CH:13][N:14]=1)([C:4]([CH3:7])([CH3:6])[CH3:5])([CH3:3])[CH3:2].Br[C:45]1[N:50]=[C:49]([C:51]([O:53][CH3:54])=[O:52])[CH:48]=[CH:47][CH:46]=1, predict the reaction product. The product is: [Si:1]([O:8][CH:9]([CH:28]1[CH2:37][CH2:36][C:35]2[C:30](=[CH:31][CH:32]=[C:33]([C:38]3[CH:43]=[CH:42][CH:41]=[CH:40][CH:39]=3)[CH:34]=2)[CH2:29]1)[C:10]1[O:11][C:12]([C:45]2[N:50]=[C:49]([C:51]([O:53][CH3:54])=[O:52])[CH:48]=[CH:47][CH:46]=2)=[CH:13][N:14]=1)([C:4]([CH3:7])([CH3:5])[CH3:6])([CH3:3])[CH3:2].